Dataset: Full USPTO retrosynthesis dataset with 1.9M reactions from patents (1976-2016). Task: Predict the reactants needed to synthesize the given product. (1) The reactants are: [CH2:1]([O:3][C:4](=[O:9])[C:5](Br)([CH3:7])[CH3:6])[CH3:2].[C:10]([C:12]1([C:18]2[N:23]=[CH:22][C:21]([NH:24][C:25]([C:27]3[CH:28]=[N:29][N:30]([C:33]4[CH:38]=[CH:37][C:36]([C:39]([F:42])([F:41])[F:40])=[CH:35][N:34]=4)[C:31]=3[CH3:32])=[O:26])=[CH:20][CH:19]=2)[CH2:17][CH2:16][NH:15][CH2:14][CH2:13]1)#[N:11].C(=O)([O-])[O-].[K+].[K+].O. Given the product [CH2:1]([O:3][C:4](=[O:9])[C:5]([N:15]1[CH2:14][CH2:13][C:12]([C:10]#[N:11])([C:18]2[CH:19]=[CH:20][C:21]([NH:24][C:25]([C:27]3[CH:28]=[N:29][N:30]([C:33]4[CH:38]=[CH:37][C:36]([C:39]([F:42])([F:41])[F:40])=[CH:35][N:34]=4)[C:31]=3[CH3:32])=[O:26])=[CH:22][N:23]=2)[CH2:17][CH2:16]1)([CH3:7])[CH3:6])[CH3:2], predict the reactants needed to synthesize it. (2) Given the product [NH2:1][C:2]1[N:3]=[C:4]([S:9][CH3:10])[S:5][C:6]=1[C:7]([NH2:8])=[O:12], predict the reactants needed to synthesize it. The reactants are: [NH2:1][C:2]1[N:3]=[C:4]([S:9][CH3:10])[S:5][C:6]=1[C:7]#[N:8].S(=O)(=O)(O)[OH:12]. (3) Given the product [Cl:1][C:2]1[CH:10]=[CH:9][C:5]([C:6]([NH:18][CH2:17][CH:11]2[CH2:16][CH2:15][CH2:14][CH2:13][CH2:12]2)=[O:7])=[CH:4][N:3]=1, predict the reactants needed to synthesize it. The reactants are: [Cl:1][C:2]1[CH:10]=[CH:9][C:5]([C:6](Cl)=[O:7])=[CH:4][N:3]=1.[CH:11]1([CH2:17][NH2:18])[CH2:16][CH2:15][CH2:14][CH2:13][CH2:12]1.C(N(CC)CC)C. (4) Given the product [C:1]([O:5][C:6]([N:8]1[CH2:12][CH:11]([O:13][C:14]2[C:23]3[C:18](=[CH:19][C:20]([O:24][CH3:25])=[CH:21][CH:22]=3)[CH:17]=[CH:16][N:15]=2)[CH2:10][CH:9]1[C:26](=[O:36])[NH:27][C:28]1([C:33]([NH:45][S:44]([O:43][C:40]2([CH2:37][CH2:38][CH3:39])[CH2:42][CH2:41]2)(=[O:47])=[O:46])=[O:35])[CH2:30][CH:29]1[CH2:31][CH3:32])=[O:7])([CH3:3])([CH3:4])[CH3:2], predict the reactants needed to synthesize it. The reactants are: [C:1]([O:5][C:6]([N:8]1[CH2:12][CH:11]([O:13][C:14]2[C:23]3[C:18](=[CH:19][C:20]([O:24][CH3:25])=[CH:21][CH:22]=3)[CH:17]=[CH:16][N:15]=2)[CH2:10][CH:9]1[C:26](=[O:36])[NH:27][C:28]1([C:33]([OH:35])=O)[CH2:30][CH:29]1[CH2:31][CH3:32])=[O:7])([CH3:4])([CH3:3])[CH3:2].[CH2:37]([C:40]1([O:43][S:44](=[O:47])(=[O:46])[NH2:45])[CH2:42][CH2:41]1)[CH2:38][CH3:39].